This data is from Full USPTO retrosynthesis dataset with 1.9M reactions from patents (1976-2016). The task is: Predict the reactants needed to synthesize the given product. (1) Given the product [OH:2][C:3]1[CH:13]=[CH:12][C:6]2[C:7](=[O:11])[CH2:8][CH2:9][O:10][C:5]=2[C:4]=1[CH:26]=[O:27], predict the reactants needed to synthesize it. The reactants are: O.[OH:2][C:3]1[CH:13]=[CH:12][C:6]2[C:7](=[O:11])[CH2:8][CH2:9][O:10][C:5]=2[CH:4]=1.C1N2CN3CN(C2)CN1C3.FC(F)(F)[C:26](O)=[O:27]. (2) Given the product [N:32]([CH2:27][CH2:28][C:29]1[S:3][C:4]([NH:6][C:41](=[O:45])[CH2:42][CH3:43])=[N:5][C:30]=1[C:31]1[CH:26]=[CH:51][C:50]([O:49][CH3:46])=[CH:8][CH:7]=1)=[N+:33]=[N-:25], predict the reactants needed to synthesize it. The reactants are: C1[N:5]=[C:4]([NH2:6])[S:3]C=1.[CH2:7](N(CC)CC)[CH3:8].CN([P+](O[N:25]1[N:33]=[N:32][C:27]2[CH:28]=[CH:29][CH:30]=[CH:31][C:26]1=2)(N(C)C)N(C)C)C.F[P-](F)(F)(F)(F)F.[C:41]([OH:45])(=O)[CH2:42][CH3:43].[C:46]([O:49][CH2:50][CH3:51])(=O)C. (3) Given the product [Cl:9][C:6]1[N:5]=[CH:4][C:3]([C:10]([N:12]2[CH2:17][CH2:16][CH:15]([C:18]3[CH:23]=[CH:22][C:21]([F:24])=[CH:20][CH:19]=3)[CH2:14][CH2:13]2)=[O:11])=[C:2]([NH:29][C:28]2[CH:30]=[CH:31][CH:32]=[C:26]([F:25])[CH:27]=2)[C:7]=1[CH3:8], predict the reactants needed to synthesize it. The reactants are: Cl[C:2]1[C:7]([CH3:8])=[C:6]([Cl:9])[N:5]=[CH:4][C:3]=1[C:10]([N:12]1[CH2:17][CH2:16][CH:15]([C:18]2[CH:23]=[CH:22][C:21]([F:24])=[CH:20][CH:19]=2)[CH2:14][CH2:13]1)=[O:11].[F:25][C:26]1[CH:27]=[C:28]([CH:30]=[CH:31][CH:32]=1)[NH2:29]. (4) Given the product [N:24]([C:2]1[CH:3]=[C:4]2[C@@:15]3([CH2:20][CH2:19][O:18][C:17]([NH2:21])=[N:16]3)[C:14]3[CH:13]=[C:12]([Cl:22])[N:11]=[C:10]([F:23])[C:9]=3[O:8][C:5]2=[CH:6][CH:7]=1)=[N+:25]=[N-:26], predict the reactants needed to synthesize it. The reactants are: Br[C:2]1[CH:3]=[C:4]2[C@@:15]3([CH2:20][CH2:19][O:18][C:17]([NH2:21])=[N:16]3)[C:14]3[CH:13]=[C:12]([Cl:22])[N:11]=[C:10]([F:23])[C:9]=3[O:8][C:5]2=[CH:6][CH:7]=1.[N-:24]=[N+:25]=[N-:26].[Na+].CN[C@@H]1CCCC[C@H]1NC.[NH4+].[Cl-].[NH4+].[OH-]. (5) Given the product [CH3:22][C@H:11]1[CH2:10][N:9]([CH2:8][C:5]2[CH:6]=[CH:7][C:2]([NH:1][CH:25]([CH3:27])[CH3:26])=[CH:3][CH:4]=2)[CH2:14][CH2:13][N:12]1[C:15]([O:17][C:18]([CH3:21])([CH3:20])[CH3:19])=[O:16], predict the reactants needed to synthesize it. The reactants are: [NH2:1][C:2]1[CH:7]=[CH:6][C:5]([CH2:8][N:9]2[CH2:14][CH2:13][N:12]([C:15]([O:17][C:18]([CH3:21])([CH3:20])[CH3:19])=[O:16])[C@@H:11]([CH3:22])[CH2:10]2)=[CH:4][CH:3]=1.CO[C:25]([CH3:27])=[CH2:26].C(O)(=O)C.C(O[BH-](OC(=O)C)OC(=O)C)(=O)C.[Na+].C([O-])(O)=O.[Na+]. (6) Given the product [F:16][C:17]1([F:24])[CH2:22][CH2:21][C:20]2([NH:1][C:2]3[CH:6]=[C:5]([C:7]4[CH:8]=[N:9][NH:10][C:11]=4[CH3:12])[S:4][C:3]=3[C:13](=[O:14])[NH:15]2)[CH2:19][CH2:18]1, predict the reactants needed to synthesize it. The reactants are: [NH2:1][C:2]1[CH:6]=[C:5]([C:7]2[CH:8]=[N:9][NH:10][C:11]=2[CH3:12])[S:4][C:3]=1[C:13]([NH2:15])=[O:14].[F:16][C:17]1([F:24])[CH2:22][CH2:21][C:20](=O)[CH2:19][CH2:18]1.CC1(C)C2(CS(O)(=O)=O)C(CC1CC2)=O.[O-]S([O-])(=O)=O.[Mg+2].C([O-])(O)=O.[Na+].